The task is: Regression. Given a peptide amino acid sequence and an MHC pseudo amino acid sequence, predict their binding affinity value. This is MHC class II binding data.. This data is from Peptide-MHC class II binding affinity with 134,281 pairs from IEDB. The peptide sequence is MANSRAFALVLLFCA. The MHC is DRB1_0405 with pseudo-sequence DRB1_0405. The binding affinity (normalized) is 0.130.